This data is from Forward reaction prediction with 1.9M reactions from USPTO patents (1976-2016). The task is: Predict the product of the given reaction. (1) Given the reactants [N+:1]([C:4]1[CH:13]=C2C(CCCC2=O)=[CH:6][CH:5]=1)([O-:3])=[O:2].C(N[CH:19]([CH3:21])[CH3:20])(C)C.[Li].[CH3:23]I.[CH2:25]1[CH2:29][O:28][CH2:27][CH2:26]1, predict the reaction product. The product is: [CH3:20][C:19]1([CH3:21])[CH2:23][CH2:29][C:25]2[C:26](=[CH:13][C:4]([N+:1]([O-:3])=[O:2])=[CH:5][CH:6]=2)[C:27]1=[O:28]. (2) Given the reactants [CH:1]1([CH2:7][CH2:8][CH2:9][C:10]#[C:11][C:12]2[C:13]([C:17]3[CH:18]=[N:19][CH:20]=[CH:21][CH:22]=3)=[N:14][NH:15][CH:16]=2)[CH2:6][CH2:5][CH2:4][CH2:3][CH2:2]1.[CH3:23]SC1C(C2C=NC=CC=2)=NNC=1, predict the reaction product. The product is: [CH:1]1([CH2:7][CH2:8][CH2:9][C:10]#[C:11][C:12]2[C:13]([C:17]3[CH2:18][N:19]([CH3:23])[CH2:20][CH2:21][CH:22]=3)=[N:14][NH:15][CH:16]=2)[CH2:6][CH2:5][CH2:4][CH2:3][CH2:2]1. (3) Given the reactants [S:1]([N:11]1[C:15]2=[N:16][CH:17]=[C:18]([CH2:20][NH:21][C:22]([CH:24]3[CH2:29][CH2:28][CH2:27][CH2:26][CH2:25]3)=O)[N:19]=[C:14]2[CH:13]=[CH:12]1)([C:4]1[CH:10]=[CH:9][C:7]([CH3:8])=[CH:6][CH:5]=1)(=[O:3])=[O:2].O(C1C=CC(P2(=S)SP(=S)(C3C=CC(OC4C=CC=CC=4)=CC=3)[S:44]2)=CC=1)C1C=CC=CC=1, predict the reaction product. The product is: [S:1]([N:11]1[C:15]2=[N:16][CH:17]=[C:18]([CH2:20][NH:21][C:22]([CH:24]3[CH2:29][CH2:28][CH2:27][CH2:26][CH2:25]3)=[S:44])[N:19]=[C:14]2[CH:13]=[CH:12]1)([C:4]1[CH:10]=[CH:9][C:7]([CH3:8])=[CH:6][CH:5]=1)(=[O:3])=[O:2]. (4) The product is: [CH3:11][N:7]1[CH2:8][CH2:9][CH2:10][N:5]2[C:4](=[O:13])[N:3]=[C:2]([S:22][CH2:21][CH2:20][C:14]3[CH:19]=[CH:18][CH:17]=[CH:16][CH:15]=3)[CH:12]=[C:6]12. Given the reactants Cl[C:2]1[CH:12]=[C:6]2[N:7]([CH3:11])[CH2:8][CH2:9][CH2:10][N:5]2[C:4](=[O:13])[N:3]=1.[C:14]1([CH2:20][CH2:21][SH:22])[CH:19]=[CH:18][CH:17]=[CH:16][CH:15]=1.C([O-])([O-])=O.[K+].[K+], predict the reaction product. (5) Given the reactants C(O[C:4]([NH:6][C:7]1[CH:12]=[CH:11][CH:10]=[CH:9][C:8]=1[C:13]1[CH:18]=[CH:17][CH:16]=[CH:15][C:14]=1[CH3:19])=O)C.[OH2:20], predict the reaction product. The product is: [CH3:19][C:14]1[C:13]2[C:18](=[CH:4][N:6]=[C:7]3[C:8]=2[C:9](=[O:20])[CH2:10][CH:11]=[CH:12]3)[CH:17]=[CH:16][CH:15]=1. (6) The product is: [Cl:1][C:2]1[CH:10]=[CH:9][C:8]2[N:7]([C:11]#[CH:12])[C:6]3[CH2:23][CH2:24][N:25]([CH3:27])[CH2:26][C:5]=3[C:4]=2[CH:3]=1. Given the reactants [Cl:1][C:2]1[CH:10]=[CH:9][C:8]2[N:7]([C:11]#[C:12][Si](C(C)C)(C(C)C)C(C)C)[C:6]3[CH2:23][CH2:24][N:25]([CH3:27])[CH2:26][C:5]=3[C:4]=2[CH:3]=1.[F-].C([N+](CCCC)(CCCC)CCCC)CCC, predict the reaction product. (7) Given the reactants [CH2:1]([O:3][C:4]([C:6]1[CH:7]=[C:8]2[C:13](=[CH:14][CH:15]=1)[NH:12][CH:11]([C:16]1[CH:21]=[C:20]([F:22])[CH:19]=[C:18](Br)[CH:17]=1)[C:10]([CH3:25])([CH3:24])[CH2:9]2)=[O:5])[CH3:2].[C:26]([C:28]1[CH:33]=[CH:32][C:31](B(O)O)=[CH:30][CH:29]=1)#[N:27].C(=O)([O-])[O-].[Na+].[Na+].C(OCC)(=O)C, predict the reaction product. The product is: [CH2:1]([O:3][C:4]([C:6]1[CH:7]=[C:8]2[C:13](=[CH:14][CH:15]=1)[NH:12][CH:11]([C:16]1[CH:17]=[C:18]([C:31]3[CH:32]=[CH:33][C:28]([C:26]#[N:27])=[CH:29][CH:30]=3)[CH:19]=[C:20]([F:22])[CH:21]=1)[C:10]([CH3:25])([CH3:24])[CH2:9]2)=[O:5])[CH3:2]. (8) Given the reactants [CH3:1][N:2]1[C:10]2[CH:9]3[CH2:11][CH:6]([CH2:7][CH2:8]3)[C:5]=2[C:4]([CH:12]=[O:13])=[N:3]1.[Br:14][C@H:15]1[C:21](=[O:22])[N:20]2[C@@H:16]1[S:17][CH:18]=[C:19]2[C:23]([O:25][CH2:26][C:27]1[CH:32]=[CH:31][C:30]([N+:33]([O-:35])=[O:34])=[CH:29][CH:28]=1)=[O:24].[CH3:36][CH2:37][O:38]CC.[Mg+2].[Br-].[Br-].CCN(CC)CC.[Al].C(OC(=O)C)(=O)C, predict the reaction product. The product is: [C:37]([O:13][CH:12]([C:4]1[C:5]2[CH:6]3[CH2:11][CH:9]([CH2:8][CH2:7]3)[C:10]=2[N:2]([CH3:1])[N:3]=1)[C:15]1([Br:14])[C:21](=[O:22])[N:20]2[C@@H:16]1[S:17][CH:18]=[C:19]2[C:23]([O:25][CH2:26][C:27]1[CH:32]=[CH:31][C:30]([N+:33]([O-:35])=[O:34])=[CH:29][CH:28]=1)=[O:24])(=[O:38])[CH3:36]. (9) Given the reactants Br[C:2]1[CH:7]=[CH:6][C:5]([CH:8]=[CH:9][C:10]2[CH:15]=[CH:14][C:13](Br)=[CH:12][CH:11]=2)=[CH:4][CH:3]=1.[CH:17]1[C:25]2[C:24]3[CH:26]=[CH:27][CH:28]=[CH:29][C:23]=3[O:22][C:21]=2[CH:20]=[CH:19][C:18]=1[NH:30][C:31]1[CH:36]=[CH:35][CH:34]=[CH:33][CH:32]=1, predict the reaction product. The product is: [CH:17]1[C:25]2[C:24]3[CH:26]=[CH:27][CH:28]=[CH:29][C:23]=3[O:22][C:21]=2[CH:20]=[CH:19][C:18]=1[N:30]([C:2]1[CH:7]=[CH:6][C:5]([CH:8]=[CH:9][C:10]2[CH:15]=[CH:14][C:13]([N:30]([C:31]3[CH:36]=[CH:35][CH:34]=[CH:33][CH:32]=3)[C:18]3[CH:19]=[CH:20][C:21]4[O:22][C:23]5[CH:29]=[CH:28][CH:27]=[CH:26][C:24]=5[C:25]=4[CH:17]=3)=[CH:12][CH:11]=2)=[CH:4][CH:3]=1)[C:31]1[CH:36]=[CH:35][CH:34]=[CH:33][CH:32]=1.